The task is: Predict the product of the given reaction.. This data is from Forward reaction prediction with 1.9M reactions from USPTO patents (1976-2016). Given the reactants C(N(CC)CC)C.[Cl:8][CH2:9][C:10](Cl)=[O:11].[CH3:13][C:14]1[CH:19]=[CH:18][CH:17]=[C:16]([CH3:20])[C:15]=1/[CH:21]=[CH:22]/[CH:23]1[CH2:28][CH2:27][NH:26][CH2:25][CH2:24]1.O, predict the reaction product. The product is: [Cl:8][CH2:9][C:10]([N:26]1[CH2:27][CH2:28][CH:23](/[CH:22]=[CH:21]/[C:15]2[C:16]([CH3:20])=[CH:17][CH:18]=[CH:19][C:14]=2[CH3:13])[CH2:24][CH2:25]1)=[O:11].